This data is from Full USPTO retrosynthesis dataset with 1.9M reactions from patents (1976-2016). The task is: Predict the reactants needed to synthesize the given product. (1) Given the product [OH:16][CH:15]([CH2:17][N:42]1[CH2:43][CH2:44][CH:39]([N:34]2[CH2:38][CH2:37][CH2:36][CH2:35]2)[CH2:40][CH2:41]1)[CH2:14][O:13][C:12]1[CH:11]=[C:10]2[C:5]([C:6]([O:18][C:19]3[CH:24]=[CH:23][C:22]([CH3:25])=[CH:21][C:20]=3[C:26]([C:28]3[CH:29]=[CH:30][CH:31]=[CH:32][CH:33]=3)=[O:27])=[CH:7][CH:8]=[N:9]2)=[CH:4][C:3]=1[O:2][CH3:1], predict the reactants needed to synthesize it. The reactants are: [CH3:1][O:2][C:3]1[CH:4]=[C:5]2[C:10](=[CH:11][C:12]=1[O:13][CH2:14][CH:15]1[CH2:17][O:16]1)[N:9]=[CH:8][CH:7]=[C:6]2[O:18][C:19]1[CH:24]=[CH:23][C:22]([CH3:25])=[CH:21][C:20]=1[C:26]([C:28]1[CH:33]=[CH:32][CH:31]=[CH:30][CH:29]=1)=[O:27].[N:34]1([CH:39]2[CH2:44][CH2:43][NH:42][CH2:41][CH2:40]2)[CH2:38][CH2:37][CH2:36][CH2:35]1.O. (2) Given the product [CH3:12][O:11][C:8]1[CH:9]=[CH:10][C:2]([C:21](=[O:30])[CH2:22][O:23][C:24]2[CH:29]=[CH:28][CH:27]=[CH:26][CH:25]=2)=[C:3]([CH:7]=1)[C:4]([OH:6])=[O:5], predict the reactants needed to synthesize it. The reactants are: Br[C:2]1[CH:10]=[CH:9][C:8]([O:11][CH3:12])=[CH:7][C:3]=1[C:4]([OH:6])=[O:5].C([Li])CCC.CON(C)[C:21](=[O:30])[CH2:22][O:23][C:24]1[CH:29]=[CH:28][CH:27]=[CH:26][CH:25]=1.